From a dataset of Forward reaction prediction with 1.9M reactions from USPTO patents (1976-2016). Predict the product of the given reaction. (1) Given the reactants [CH3:1][N:2]1[CH:6]=[CH:5][CH:4]=[N:3]1.C([Li])CCC.[CH:12]12[O:17][CH:13]1[CH2:14][CH2:15][CH2:16]2.C(=O)([O-])O.[Na+], predict the reaction product. The product is: [CH3:1][N:2]1[C:6]([C@H:12]2[CH2:16][CH2:15][CH2:14][C@@H:13]2[OH:17])=[CH:5][CH:4]=[N:3]1. (2) Given the reactants [CH3:1][O:2][C:3]1[CH:41]=[C:40]([O:42][CH3:43])[CH:39]=[CH:38][C:4]=1[CH2:5][N:6]([CH2:27][C:28]1[CH:33]=[CH:32][C:31]([O:34][CH3:35])=[CH:30][C:29]=1[O:36][CH3:37])[C:7]1[NH:12][C:11](=[S:13])[N:10]([C:14]2[CH:19]=[CH:18][C:17]([O:20][CH2:21][C:22]([F:25])([F:24])[F:23])=[CH:16][CH:15]=2)[C:9](=[O:26])[CH:8]=1.C(=O)([O-])O.[Na+].I[CH2:50][CH3:51], predict the reaction product. The product is: [CH3:37][O:36][C:29]1[CH:30]=[C:31]([O:34][CH3:35])[CH:32]=[CH:33][C:28]=1[CH2:27][N:6]([CH2:5][C:4]1[CH:38]=[CH:39][C:40]([O:42][CH3:43])=[CH:41][C:3]=1[O:2][CH3:1])[C:7]1[N:12]=[C:11]([S:13][CH2:50][CH3:51])[N:10]([C:14]2[CH:19]=[CH:18][C:17]([O:20][CH2:21][C:22]([F:24])([F:23])[F:25])=[CH:16][CH:15]=2)[C:9](=[O:26])[CH:8]=1. (3) Given the reactants [F:1][C:2]([F:17])([F:16])[O:3][C:4]1[CH:9]=[CH:8][CH:7]=[CH:6][C:5]=1[NH:10][C:11](=[O:15])[O:12][CH2:13][CH3:14].[I:18]I, predict the reaction product. The product is: [CH2:13]([O:12][C:11](=[O:15])[NH:10][C:5]1[C:4]([O:3][C:2]([F:16])([F:17])[F:1])=[CH:9][CH:8]=[CH:7][C:6]=1[I:18])[CH3:14]. (4) Given the reactants [NH:1](C(OC(C)(C)C)=O)[CH2:2][C:3]([NH:5][CH2:6][C:7]([NH:9][CH2:10][C:11]([NH:13][CH2:14][C:15]([NH:17][C@H:18]([C:23]([OH:25])=[O:24])[CH2:19][CH:20]([CH3:22])[CH3:21])=[O:16])=[O:12])=[O:8])=[O:4].[CH3:33][N:34]1[C@@H:51]2[CH2:52][C:39]3[CH:40]=[CH:41][C:42]([O:53][CH3:54])=[C:43]4[O:44][C@H:45]5[C:46]([CH2:48][CH2:49][C@@H:50]2[C@:37]5([C:38]=34)[CH2:36][CH2:35]1)=[O:47].Cl, predict the reaction product. The product is: [NH2:1][CH2:2][C:3]([NH:5][CH2:6][C:7]([NH:9][CH2:10][C:11]([NH:13][CH2:14][C:15]([NH:17][C@H:18]([C:23]([OH:25])=[O:24])[CH2:19][CH:20]([CH3:22])[CH3:21])=[O:16])=[O:12])=[O:8])=[O:4].[CH3:33][N:34]1[C@@H:51]2[CH2:52][C:39]3[CH:40]=[CH:41][C:42]([O:53][CH3:54])=[C:43]4[O:44][C@H:45]5[C:46]([CH2:48][CH2:49][C@@H:50]2[C@:37]5([C:38]=34)[CH2:36][CH2:35]1)=[O:47]. (5) Given the reactants [CH:1]([O:4][C:5]1[CH:20]=[CH:19][C:8]([CH2:9][CH2:10][NH:11]C(=O)OC(C)(C)C)=[CH:7][C:6]=1[O:21][CH3:22])([CH3:3])[CH3:2].[ClH:23], predict the reaction product. The product is: [ClH:23].[CH:1]([O:4][C:5]1[CH:20]=[CH:19][C:8]([CH2:9][CH2:10][NH2:11])=[CH:7][C:6]=1[O:21][CH3:22])([CH3:3])[CH3:2].